Dataset: Full USPTO retrosynthesis dataset with 1.9M reactions from patents (1976-2016). Task: Predict the reactants needed to synthesize the given product. (1) Given the product [CH3:1][N:2]1[C:6]([C:7](=[N:14][O:15][CH2:16][C:17]2[N:22]=[C:21]([NH2:23])[CH:20]=[CH:19][CH:18]=2)[C:8]2[CH:9]=[CH:10][CH:11]=[CH:12][CH:13]=2)=[CH:5][N:4]=[CH:3]1, predict the reactants needed to synthesize it. The reactants are: [CH3:1][N:2]1[C:6]([C:7](=[N:14][O:15][CH2:16][C:17]2[N:22]=[C:21]([N:23]3C(=O)C4C(=CC=CC=4)C3=O)[CH:20]=[CH:19][CH:18]=2)[C:8]2[CH:13]=[CH:12][CH:11]=[CH:10][CH:9]=2)=[CH:5][N:4]=[CH:3]1.O.NN. (2) Given the product [CH2:20]([NH:21][C:14]([C:7]1([CH3:17])[CH2:6][CH2:5][C:4]2[C:9](=[C:10]([CH3:13])[C:11]([CH3:12])=[C:2]([OH:1])[C:3]=2[CH3:18])[O:8]1)=[O:16])[CH3:19], predict the reactants needed to synthesize it. The reactants are: [OH:1][C:2]1[C:3]([CH3:18])=[C:4]2[C:9](=[C:10]([CH3:13])[C:11]=1[CH3:12])[O:8][C:7]([CH3:17])([C:14]([OH:16])=O)[CH2:6][CH2:5]2.[CH:19]1N=C[N:21](C(N2C=NC=C2)=O)[CH:20]=1.C(N)C.CO. (3) Given the product [OH:2][C:3]1[C:7]([CH3:16])([CH2:8][CH2:9][C:10]2[CH:15]=[CH:14][CH:13]=[CH:12][CH:11]=2)[O:6][C:5](=[O:17])[CH:4]=1, predict the reactants needed to synthesize it. The reactants are: C[O:2][C:3]1[C:7]([CH3:16])([CH2:8][CH2:9][C:10]2[CH:15]=[CH:14][CH:13]=[CH:12][CH:11]=2)[O:6][C:5](=[O:17])[CH:4]=1.Cl. (4) Given the product [CH3:1][O:2][C:3]1[N:4]=[CH:5][C:6]([CH2:7][OH:8])=[CH:11][CH:12]=1, predict the reactants needed to synthesize it. The reactants are: [CH3:1][O:2][C:3]1[CH:12]=[CH:11][C:6]([C:7](OC)=[O:8])=[CH:5][N:4]=1.[H-].[Al+3].[Li+].[H-].[H-].[H-].C(C(C(C([O-])=O)O)O)([O-])=O.[Na+].[K+].